Task: Predict the reaction yield, written as a fraction of the theoretical maximum amount of product (1.0 means a 100% yield; for example, 0.34 means a 34% yield).. Dataset: Reaction yield outcomes from USPTO patents with 853,638 reactions The reactants are [CH3:1][O:2][C:3]1[CH:4]=[C:5]([CH:9]=[CH:10][CH:11]=1)[C:6](Cl)=[O:7].[CH3:12][N:13]1[CH2:18][CH2:17][N:16]([C:19]2[N:24]=[C:23]([NH2:25])[N:22]=[C:21]([NH:26][CH:27]3[CH2:32][CH2:31][NH:30][CH2:29][CH2:28]3)[CH:20]=2)[CH2:15][CH2:14]1.CCN(C(C)C)C(C)C. The catalyst is C(Cl)Cl. The product is [CH3:1][O:2][C:3]1[CH:4]=[C:5]([CH:9]=[CH:10][CH:11]=1)[C:6]([N:30]1[CH2:31][CH2:32][CH:27]([NH:26][C:21]2[CH:20]=[C:19]([N:16]3[CH2:15][CH2:14][N:13]([CH3:12])[CH2:18][CH2:17]3)[N:24]=[C:23]([NH2:25])[N:22]=2)[CH2:28][CH2:29]1)=[O:7]. The yield is 0.790.